From a dataset of Forward reaction prediction with 1.9M reactions from USPTO patents (1976-2016). Predict the product of the given reaction. (1) Given the reactants C([N:8]1[CH2:13][CH2:12][CH:11]([C:14]([OH:20])([CH3:19])[C:15]([F:18])([F:17])[F:16])[CH2:10][CH2:9]1)C1C=CC=CC=1, predict the reaction product. The product is: [F:18][C:15]([F:16])([F:17])[C:14]([CH:11]1[CH2:12][CH2:13][NH:8][CH2:9][CH2:10]1)([OH:20])[CH3:19]. (2) Given the reactants [NH2:1][C:2]1[CH:7]=[CH:6][C:5]([CH2:8][C:9]([OH:11])=[O:10])=[CH:4][CH:3]=1.[CH3:12][O:13][NH:14][C:15]([C:17]1[C:18](=[O:40])[C:19]2[CH:24]=[N:23][C:22](S(C)(=O)=O)=[N:21][C:20]=2[N:29]([C:31]2[CH:32]=[C:33]3[C:37](=[CH:38][CH:39]=2)[CH2:36][CH2:35][CH2:34]3)[CH:30]=1)=[O:16], predict the reaction product. The product is: [CH2:36]1[C:37]2[C:33](=[CH:32][C:31]([N:29]3[C:20]4[N:21]=[C:22]([NH:1][C:2]5[CH:3]=[CH:4][C:5]([CH2:8][C:9]([OH:11])=[O:10])=[CH:6][CH:7]=5)[N:23]=[CH:24][C:19]=4[C:18](=[O:40])[C:17]([C:15](=[O:16])[NH:14][O:13][CH3:12])=[CH:30]3)=[CH:39][CH:38]=2)[CH2:34][CH2:35]1. (3) Given the reactants [CH2:1]([O:4][C:5](=[O:23])[NH:6][C:7]1[CH:12]=[CH:11][CH:10]=[C:9]([C:13](=O)[CH2:14][C:15]2[CH:20]=[CH:19][N:18]=[C:17]([Cl:21])[N:16]=2)[CH:8]=1)[CH:2]=[CH2:3].C1C(=O)N(Br)C(=O)C1.[CH2:32]([NH:34][C:35]([NH2:37])=[S:36])[CH3:33], predict the reaction product. The product is: [Cl:21][C:17]1[N:16]=[C:15]([C:14]2[S:36][C:35]([NH:34][CH2:32][CH3:33])=[N:37][C:13]=2[C:9]2[CH:8]=[C:7]([NH:6][C:5](=[O:23])[O:4][CH2:1][CH:2]=[CH2:3])[CH:12]=[CH:11][CH:10]=2)[CH:20]=[CH:19][N:18]=1. (4) Given the reactants [I:1][C:2]1[CH:3]=[C:4]([O:8][CH2:9][CH2:10][O:11]C2CCCCO2)[N:5]=[N:6][CH:7]=1.C1(C)C=CC(S([O-])(=O)=O)=CC=1.[NH+]1C=CC=CC=1, predict the reaction product. The product is: [I:1][C:2]1[CH:3]=[C:4]([O:8][CH2:9][CH2:10][OH:11])[N:5]=[N:6][CH:7]=1. (5) The product is: [Cl:21][C:16]1[CH:17]=[CH:18][CH:19]=[CH:20][C:15]=1[S:12]([N:9]1[CH2:10][CH2:11][C:6]2([C:4](=[O:5])[N:39]([CH2:38][CH2:37][CH2:36][C:30]3[CH:35]=[CH:34][CH:33]=[CH:32][CH:31]=3)[CH2:23][CH2:22]2)[CH2:7][CH2:8]1)(=[O:13])=[O:14]. Given the reactants C(O[C:4]([C:6]1([CH2:22][CH2:23]OC)[CH2:11][CH2:10][N:9]([S:12]([C:15]2[CH:20]=[CH:19][CH:18]=[CH:17][C:16]=2[Cl:21])(=[O:14])=[O:13])[CH2:8][CH2:7]1)=[O:5])C.[Cl-].C[Al+]C.[C:30]1([CH2:36][CH2:37][CH2:38][NH2:39])[CH:35]=[CH:34][CH:33]=[CH:32][CH:31]=1, predict the reaction product.